Dataset: Forward reaction prediction with 1.9M reactions from USPTO patents (1976-2016). Task: Predict the product of the given reaction. (1) Given the reactants [CH2:1]([N:8]1[CH2:14][CH:13]2[NH:15][CH:10]([CH2:11][CH2:12]2)[CH2:9]1)[C:2]1[CH:7]=[CH:6][CH:5]=[CH:4][CH:3]=1.[C:16](O[C:16]([O:18][C:19]([CH3:22])([CH3:21])[CH3:20])=[O:17])([O:18][C:19]([CH3:22])([CH3:21])[CH3:20])=[O:17].C(Cl)Cl.CO, predict the reaction product. The product is: [CH2:1]([N:8]1[CH2:14][CH:13]2[N:15]([C:16]([O:18][C:19]([CH3:22])([CH3:21])[CH3:20])=[O:17])[CH:10]([CH2:11][CH2:12]2)[CH2:9]1)[C:2]1[CH:3]=[CH:4][CH:5]=[CH:6][CH:7]=1. (2) Given the reactants [C:1](OC(OC(C)(C)C)=O)(OC(C)(C)C)=[O:2].CC(OC([NH:23]CCCC1N2C=CC=CC2=NC=1C(OCC)=O)=O)(C)C.[CH3:41][C:42]([O:45][C:46]([NH:48][CH2:49][CH2:50][CH2:51][C:52]1[N:56]2[CH:57]=[CH:58][CH:59]=[CH:60][C:55]2=[N:54][C:53]=1[C:61](OC)=[O:62])=[O:47])([CH3:44])[CH3:43].[BH4-].[Li+].[OH-].[Na+], predict the reaction product. The product is: [NH3:23].[CH3:1][OH:2].[OH:62][CH2:61][C:53]1[N:54]=[C:55]2[CH:60]=[CH:59][CH:58]=[CH:57][N:56]2[C:52]=1[CH2:51][CH2:50][CH2:49][NH:48][C:46](=[O:47])[O:45][C:42]([CH3:43])([CH3:41])[CH3:44]. (3) Given the reactants [F:1][C:2]([F:24])([F:23])[S:3]([NH:6][CH2:7][CH2:8][CH2:9][CH2:10][CH2:11][NH:12][CH2:13][C:14]1[N:19]2[CH:20]=[CH:21][N:22]=[C:18]2[CH:17]=[CH:16][CH:15]=1)(=[O:5])=[O:4].[CH2:25]=O, predict the reaction product. The product is: [F:24][C:2]([F:1])([F:23])[S:3]([NH:6][CH2:7][CH2:8][CH2:9][CH2:10][CH2:11][N:12]1[CH2:13][C:14]2[N:19]3[C:20](=[CH:21][N:22]=[C:18]3[CH:17]=[CH:16][CH:15]=2)[CH2:25]1)(=[O:5])=[O:4]. (4) Given the reactants [F:1][C:2]1[CH:22]=[C:21]([S:23]([CH3:26])(=[O:25])=[O:24])[C:20]([F:27])=[CH:19][C:3]=1[O:4][CH:5]1[CH2:9][CH2:8][N:7]([CH:10]2[CH2:15][CH2:14][N:13]([C:16]#[N:17])[CH2:12][CH2:11]2)[C:6]1=[O:18].[OH:28][NH:29][C:30](=N)[CH:31]([CH3:33])[CH3:32], predict the reaction product. The product is: [F:1][C:2]1[CH:22]=[C:21]([S:23]([CH3:26])(=[O:25])=[O:24])[C:20]([F:27])=[CH:19][C:3]=1[O:4][CH:5]1[CH2:9][CH2:8][N:7]([CH:10]2[CH2:11][CH2:12][N:13]([C:16]3[O:28][N:29]=[C:30]([CH:31]([CH3:33])[CH3:32])[N:17]=3)[CH2:14][CH2:15]2)[C:6]1=[O:18]. (5) The product is: [CH2:13]([S:10]([N:9]([CH2:8][C:4]1[CH:5]=[N:6][CH:7]=[C:2]([C:22]2[N:21]([CH3:20])[C:29]3[C:24]([CH:23]=2)=[CH:25][CH:26]=[CH:27][CH:28]=3)[CH:3]=1)[S:10]([CH2:13][CH3:14])(=[O:11])=[O:12])(=[O:12])=[O:11])[CH3:14]. Given the reactants Br[C:2]1[CH:3]=[C:4]([CH2:8][NH:9][S:10]([CH:13](S(CC)(=O)=O)[CH3:14])(=[O:12])=[O:11])[CH:5]=[N:6][CH:7]=1.[CH3:20][N:21]1[C:29]2[C:24](=[CH:25][CH:26]=[CH:27][CH:28]=2)[CH:23]=[C:22]1B(O)O, predict the reaction product.